Dataset: Full USPTO retrosynthesis dataset with 1.9M reactions from patents (1976-2016). Task: Predict the reactants needed to synthesize the given product. (1) Given the product [Cl:30][C:31]1[CH:36]=[C:35]([F:37])[CH:34]=[CH:33][C:32]=1[CH2:38][S:39]([NH:42][C:27]([CH:24]1[CH2:23][CH2:22][N:21]([C:4]2[C:3]([C:1]#[N:2])=[CH:8][C:7]([C:9]([O:11][CH2:12][CH3:13])=[O:10])=[C:6]([CH2:14][N:15]3[CH2:19][CH2:18][CH2:17][C:16]3=[O:20])[N:5]=2)[CH2:26][CH2:25]1)=[O:29])(=[O:40])=[O:41], predict the reactants needed to synthesize it. The reactants are: [C:1]([C:3]1[C:4]([N:21]2[CH2:26][CH2:25][CH:24]([C:27]([OH:29])=O)[CH2:23][CH2:22]2)=[N:5][C:6]([CH2:14][N:15]2[CH2:19][CH2:18][CH2:17][C:16]2=[O:20])=[C:7]([C:9]([O:11][CH2:12][CH3:13])=[O:10])[CH:8]=1)#[N:2].[Cl:30][C:31]1[CH:36]=[C:35]([F:37])[CH:34]=[CH:33][C:32]=1[CH2:38][S:39]([NH2:42])(=[O:41])=[O:40]. (2) The reactants are: [H-].[Na+].[NH:3]1[C:12]2[C:7](=[CH:8][CH:9]=[CH:10][CH:11]=2)[CH2:6][CH2:5][C:4]1=[O:13].Br[CH2:15][CH2:16][CH2:17][Cl:18].O. Given the product [Cl:18][CH2:17][CH2:16][CH2:15][N:3]1[C:12]2[C:7](=[CH:8][CH:9]=[CH:10][CH:11]=2)[CH2:6][CH2:5][C:4]1=[O:13], predict the reactants needed to synthesize it. (3) Given the product [CH3:1][O:2][C:3]1[C:4]([CH3:33])=[C:5]([C:24]([O:31][CH3:32])=[C:25]([O:29][CH3:30])[C:26]=1[O:27][CH3:28])[CH2:6][C:7]1[C:8]([OH:16])=[C:9]([CH:13]=[CH:14][CH:15]=1)[C:10]([OH:12])=[O:11], predict the reactants needed to synthesize it. The reactants are: [CH3:1][O:2][C:3]1[C:4]([CH3:33])=[C:5]([C:24]([O:31][CH3:32])=[C:25]([O:29][CH3:30])[C:26]=1[O:27][CH3:28])[CH2:6][C:7]1[C:8]([O:16]CC2C=CC=CC=2)=[C:9]([CH:13]=[CH:14][CH:15]=1)[C:10]([OH:12])=[O:11].[H][H]. (4) Given the product [ClH:19].[NH:64]1[C:66]2=[N:67][CH:69]=[CH:85][C:29]([O:28][C:27]3[CH:26]=[CH:25][C:24]([NH:49][C:13]([C:9]4[C:8](=[O:16])[N:7]([CH2:6][C:5]5[CH:4]=[CH:3][C:2]([F:1])=[CH:18][CH:17]=5)[CH:12]=[CH:11][CH:10]=4)=[O:15])=[CH:23][C:22]=3[F:21])=[C:34]2[CH:35]=[CH:48]1, predict the reactants needed to synthesize it. The reactants are: [F:1][C:2]1[CH:18]=[CH:17][C:5]([CH2:6][N:7]2[CH:12]=[CH:11][CH:10]=[C:9]([C:13]([OH:15])=O)[C:8]2=[O:16])=[CH:4][CH:3]=1.[ClH:19].Cl.[F:21][C:22]1[CH:23]=[C:24]([NH:49]C(NC(=O)CC2C=CC(F)=CC=2)=S)[CH:25]=[CH:26][C:27]=1[O:28][C:29]1[C:34]2=[C:35]([CH3:48])C(OCCN3CCN(C)CC3)=CN2N=CN=1.C[N:64]([C:66](ON1N=NC2C=CC=CC1=2)=[N+:67]([CH3:69])C)C.[B-](F)(F)(F)F.[CH3:85]CN(C(C)C)C(C)C. (5) Given the product [CH3:1][C:2]1[C:6]([C:7]2[N:8]([C:22]3[CH:23]=[CH:24][C:25]([OH:28])=[CH:26][CH:27]=3)[C:9]3[C:14]([C:15]=2[C:16](=[N:31][OH:32])[C:17]([F:20])([F:18])[F:19])=[CH:13][CH:12]=[CH:11][CH:10]=3)=[C:5]([CH3:29])[O:4][N:3]=1, predict the reactants needed to synthesize it. The reactants are: [CH3:1][C:2]1[C:6]([C:7]2[N:8]([C:22]3[CH:27]=[CH:26][C:25]([OH:28])=[CH:24][CH:23]=3)[C:9]3[C:14]([C:15]=2[C:16](=O)[C:17]([F:20])([F:19])[F:18])=[CH:13][CH:12]=[CH:11][CH:10]=3)=[C:5]([CH3:29])[O:4][N:3]=1.Cl.[NH2:31][OH:32].N1C=CC=CC=1.